Dataset: Full USPTO retrosynthesis dataset with 1.9M reactions from patents (1976-2016). Task: Predict the reactants needed to synthesize the given product. (1) The reactants are: Br[C:2]1[C:11]2[C:6](=[CH:7][CH:8]=[CH:9][CH:10]=2)[C:5]([Br:12])=[CH:4][CH:3]=1.[CH:13]([C:15]1[CH:20]=[CH:19][CH:18]=[CH:17][C:16]=1B(O)O)=[O:14].COC1C=COC=1OC.C(=O)([O-])[O-].[Na+].[Na+]. Given the product [Br:12][C:5]1[C:6]2[C:11](=[CH:10][CH:9]=[CH:8][CH:7]=2)[C:2]([C:16]2[CH:17]=[CH:18][CH:19]=[CH:20][C:15]=2[CH:13]=[O:14])=[CH:3][CH:4]=1, predict the reactants needed to synthesize it. (2) The reactants are: C([O:3][C:4](=[O:17])[CH2:5][C:6]1[CH:7]=[C:8]2[C:13](=[CH:14][CH:15]=1)[N:12]=[C:11]([CH3:16])[CH:10]=[CH:9]2)C.[OH-].[Li+]. Given the product [CH3:16][C:11]1[CH:10]=[CH:9][C:8]2[C:13](=[CH:14][CH:15]=[C:6]([CH2:5][C:4]([OH:17])=[O:3])[CH:7]=2)[N:12]=1, predict the reactants needed to synthesize it. (3) Given the product [CH3:37][N:2]([CH3:1])[CH2:3][CH2:4][N:5]([CH3:36])[C:6]1[CH:7]=[C:8]([O:34][CH3:35])[C:9]([NH:15][C:16]2[N:21]=[C:20]([N:22]3[CH:26]=[C:25]([C:27]([F:29])([F:28])[F:30])[C:24]([CH2:31][N:40]([CH3:41])[CH3:39])=[CH:23]3)[C:19]([F:33])=[CH:18][N:17]=2)=[CH:10][C:11]=1[NH:12][C:8](=[O:34])[CH:7]=[CH2:6], predict the reactants needed to synthesize it. The reactants are: [CH3:1][N:2]([CH3:37])[CH2:3][CH2:4][N:5]([CH3:36])[C:6]1[C:11]([N+:12]([O-])=O)=[CH:10][C:9]([NH:15][C:16]2[N:21]=[C:20]([N:22]3[CH:26]=[C:25]([C:27]([F:30])([F:29])[F:28])[C:24]([CH:31]=O)=[CH:23]3)[C:19]([F:33])=[CH:18][N:17]=2)=[C:8]([O:34][CH3:35])[CH:7]=1.Cl.[CH3:39][NH:40][CH3:41]. (4) Given the product [NH2:15][C:9]1[CH:10]=[C:11]([OH:14])[CH:12]=[CH:13][C:8]=1[NH:7][CH2:6][C:5]1[CH:18]=[CH:19][C:2]([Br:1])=[CH:3][CH:4]=1, predict the reactants needed to synthesize it. The reactants are: [Br:1][C:2]1[CH:19]=[CH:18][C:5]([CH2:6][NH:7][C:8]2[CH:13]=[CH:12][C:11]([OH:14])=[CH:10][C:9]=2[N+:15]([O-])=O)=[CH:4][CH:3]=1.O.O.Cl[Sn]Cl. (5) Given the product [Cl:54][C:55]1[CH:60]=[C:59]([CH:8]2[C:13]([C:14](=[O:15])[NH:42][CH2:33][CH:34]=[CH:35][C:36]3[CH:41]=[CH:40][CH:39]=[CH:38][CH:37]=3)=[C:12]([CH2:17][O:18][CH2:19][CH2:20][CH:21]3[CH2:26][CH2:25][CH2:24][CH2:23][CH2:22]3)[NH:11][C:10]([C:27]3[CH:32]=[CH:31][CH:30]=[CH:29][CH:28]=3)=[N:9]2)[CH:58]=[CH:57][CH:56]=1, predict the reactants needed to synthesize it. The reactants are: ClC1C=C([CH:8]2[C:13]([C:14](O)=[O:15])=[C:12]([CH2:17][O:18][CH2:19][CH2:20][CH:21]3[CH2:26][CH2:25][CH2:24][CH2:23][CH2:22]3)[NH:11][C:10]([C:27]3[CH:32]=[CH:31][CH:30]=[CH:29][CH:28]=3)=[N:9]2)C=CC=1.[CH2:33]([NH2:42])[CH:34]=[CH:35][C:36]1[CH:41]=[CH:40][CH:39]=[CH:38][CH:37]=1.CCN=C=NCCCN(C)C.[ClH:54].[CH:55]1[CH:56]=[CH:57][C:58]2N(O)N=N[C:59]=2[CH:60]=1. (6) Given the product [NH2:32][CH2:22][CH:21]([OH:24])[CH2:20][O:19][C:18]1[C:25]([CH3:27])=[CH:26][C:15]([C:13]2[O:14][C:10]([C:7]3[S:8][CH:9]=[C:5]([CH2:1][CH:2]([CH3:4])[CH3:3])[C:6]=3[CH3:29])=[N:11][N:12]=2)=[CH:16][C:17]=1[CH3:28], predict the reactants needed to synthesize it. The reactants are: [CH2:1]([C:5]1[C:6]([CH3:29])=[C:7]([C:10]2[O:14][C:13]([C:15]3[CH:26]=[C:25]([CH3:27])[C:18]([O:19][CH2:20][CH:21]([OH:24])[CH2:22]O)=[C:17]([CH3:28])[CH:16]=3)=[N:12][N:11]=2)[S:8][CH:9]=1)[CH:2]([CH3:4])[CH3:3].CC[N:32](CC)CC.CS(Cl)(=O)=O.N. (7) Given the product [Cl:19][C:14]1[CH:13]=[C:12]([NH:11][C:10](=[NH:20])[NH:9][C:4]2[N:3]=[C:2]([NH:21][C:22]3[CH:23]=[N:24][CH:25]=[CH:26][CH:27]=3)[CH:7]=[C:6]([CH3:8])[N:5]=2)[CH:17]=[CH:16][C:15]=1[Cl:18], predict the reactants needed to synthesize it. The reactants are: Cl[C:2]1[CH:7]=[C:6]([CH3:8])[N:5]=[C:4]([NH:9][C:10](=[NH:20])[NH:11][C:12]2[CH:17]=[CH:16][C:15]([Cl:18])=[C:14]([Cl:19])[CH:13]=2)[N:3]=1.[NH2:21][C:22]1[CH:23]=[N:24][CH:25]=[CH:26][CH:27]=1.C(N(C(C)C)CC)(C)C.C(OCC)(=O)C. (8) Given the product [F:1][C:2]1[CH:7]=[CH:6][C:5]([CH3:8])=[CH:4][C:3]=1[NH:9][C:10]([NH:12][C:13]1[CH:33]=[CH:32][C:16]([O:17][C:18]2[CH:23]=[CH:22][N:21]=[C:20]([C:24]3[NH:28][CH:27]=[C:26]([C:29]([NH:78][CH2:77][CH2:76][CH2:75][NH:74][C:67](=[O:68])[O:69][C:70]([CH3:72])([CH3:71])[CH3:73])=[O:30])[CH:25]=3)[CH:19]=2)=[CH:15][CH:14]=1)=[O:11], predict the reactants needed to synthesize it. The reactants are: [F:1][C:2]1[CH:7]=[CH:6][C:5]([CH3:8])=[CH:4][C:3]=1[NH:9][C:10]([NH:12][C:13]1[CH:33]=[CH:32][C:16]([O:17][C:18]2[CH:23]=[CH:22][N:21]=[C:20]([C:24]3[NH:28][CH:27]=[C:26]([C:29](O)=[O:30])[CH:25]=3)[CH:19]=2)=[CH:15][CH:14]=1)=[O:11].CN(C(ON1N=NC2C=CC=NC1=2)=[N+](C)C)C.F[P-](F)(F)(F)(F)F.C(N(CC)C(C)C)(C)C.[C:67]([NH:74][CH2:75][CH2:76][CH2:77][NH2:78])([O:69][C:70]([CH3:73])([CH3:72])[CH3:71])=[O:68].Cl.